This data is from Reaction yield outcomes from USPTO patents with 853,638 reactions. The task is: Predict the reaction yield, written as a fraction of the theoretical maximum amount of product (1.0 means a 100% yield; for example, 0.34 means a 34% yield). (1) The reactants are [Br:1][C:2]1[CH:3]=[C:4]([OH:8])[CH:5]=[CH:6][CH:7]=1.Cl[C:10]([F:15])([F:14])C([O-])=O.[Na+].C(=O)([O-])[O-].[Cs+].[Cs+]. The yield is 0.610. The catalyst is CN(C=O)C.CCOC(C)=O. The product is [Br:1][C:2]1[CH:7]=[CH:6][CH:5]=[C:4]([O:8][CH:10]([F:15])[F:14])[CH:3]=1. (2) The reactants are [NH2:1][C:2]1[C:3](=[O:19])[NH:4][C:5](=[S:18])[N:6]([CH2:9][C:10]2[O:14][N:13]=[C:12]([CH:15]([CH3:17])[CH3:16])[CH:11]=2)[C:7]=1[NH2:8].[C:20](O)(=O)C.C(N)=N. No catalyst specified. The product is [CH:15]([C:12]1[CH:11]=[C:10]([CH2:9][N:6]2[C:7]3[N:8]=[CH:20][NH:1][C:2]=3[C:3](=[O:19])[NH:4][C:5]2=[S:18])[O:14][N:13]=1)([CH3:16])[CH3:17]. The yield is 0.110. (3) The reactants are [CH2:1]([C:5]1[N:6]([CH2:23][C:24]2[CH:29]=[CH:28][C:27]([C:30]3[C:31]([C:36]#[N:37])=[CH:32][CH:33]=[CH:34][CH:35]=3)=[CH:26][CH:25]=2)[C:7](=[O:22])[C:8]([C:12]2[CH:17]=[CH:16][C:15]([O:18][CH:19]([CH3:21])[CH3:20])=[CH:14][CH:13]=2)=[C:9]([CH3:11])[N:10]=1)[CH2:2][CH2:3][CH3:4].Cl.[NH2:39]O.[C:41](=[O:44])([O-])[OH:42].[Na+]. The catalyst is CS(C)=O.C(OCC)(=O)C. The product is [CH2:1]([C:5]1[N:6]([CH2:23][C:24]2[CH:25]=[CH:26][C:27]([C:30]3[CH:35]=[CH:34][CH:33]=[CH:32][C:31]=3[C:36]3[NH:39][C:41](=[O:44])[O:42][N:37]=3)=[CH:28][CH:29]=2)[C:7](=[O:22])[C:8]([C:12]2[CH:13]=[CH:14][C:15]([O:18][CH:19]([CH3:20])[CH3:21])=[CH:16][CH:17]=2)=[C:9]([CH3:11])[N:10]=1)[CH2:2][CH2:3][CH3:4]. The yield is 0.780. (4) The reactants are [CH:1]1([N:6]2[C:10]3[N:11]=[C:12]([NH:15][C:16]4[N:21]=[N:20][C:19](Cl)=[CH:18][CH:17]=4)[N:13]=[CH:14][C:9]=3[C:8]3[CH:23]=[CH:24][N:25]=[CH:26][C:7]2=3)[CH2:5][CH2:4][CH2:3][CH2:2]1.[N:27]1[CH:32]=[CH:31][C:30](B(O)O)=[CH:29][CH:28]=1.C1(P(C2CCCCC2)C2CCCCC2)CCCCC1.P([O-])([O-])([O-])=O.[K+].[K+].[K+]. The catalyst is O1CCOCC1.C1C=CC(/C=C/C(/C=C/C2C=CC=CC=2)=O)=CC=1.C1C=CC(/C=C/C(/C=C/C2C=CC=CC=2)=O)=CC=1.C1C=CC(/C=C/C(/C=C/C2C=CC=CC=2)=O)=CC=1.[Pd].[Pd]. The product is [CH:1]1([N:6]2[C:10]3[N:11]=[C:12]([NH:15][C:16]4[N:21]=[N:20][C:19]([C:30]5[CH:31]=[CH:32][N:27]=[CH:28][CH:29]=5)=[CH:18][CH:17]=4)[N:13]=[CH:14][C:9]=3[C:8]3[CH:23]=[CH:24][N:25]=[CH:26][C:7]2=3)[CH2:5][CH2:4][CH2:3][CH2:2]1. The yield is 0.280. (5) The reactants are [CH:1]1[C:13]2[CH:12](COC(NCC(N)=O)=O)[C:11]3[C:6](=[CH:7][CH:8]=[CH:9][CH:10]=3)[C:5]=2[CH:4]=[CH:3][CH:2]=1.FC(F)(F)C(OI(C1C=CC=CC=1)OC(=O)C(F)(F)F)=O.[C:44]([OH:53])(=[O:52])[C@@H:45]([C@H:47]([C:49]([OH:51])=O)[OH:48])[OH:46].Cl.C([N:57]=[C:58]=[N:59]CCCN(C)C)C.[C:66]([O:69][CH2:70]C)(=[O:68])C. The catalyst is CN(C)C=O.O.C(#N)C. The product is [CH:11]1[C:12]2[CH:13]([N:57]([CH2:58][NH:59][C:49](=[O:51])[CH:47]([OH:48])[CH:45]([OH:46])[C:44]([OH:53])=[O:52])[C:66]([O:69][CH3:70])=[O:68])[C:1]3[C:6](=[CH:5][CH:4]=[CH:3][CH:2]=3)[C:7]=2[CH:8]=[CH:9][CH:10]=1. The yield is 0.290.